This data is from Reaction yield outcomes from USPTO patents with 853,638 reactions. The task is: Predict the reaction yield, written as a fraction of the theoretical maximum amount of product (1.0 means a 100% yield; for example, 0.34 means a 34% yield). (1) The reactants are Br.[NH2:2][C:3]1[C:11]([OH:12])=[C:10]2[C:6]([CH2:7][CH2:8][C:9]2=[O:13])=[CH:5][CH:4]=1.[C:14]1([CH2:20][CH2:21][CH2:22][CH2:23][C:24](O)=[O:25])[CH:19]=[CH:18][CH:17]=[CH:16][CH:15]=1.P(C#N)(OCC)(OCC)=O.C(N(CC)CC)C. The catalyst is CN(C)C=O.C(OCC)C. The product is [OH:12][C:11]1[C:3]([NH:2][C:24](=[O:25])[CH2:23][CH2:22][CH2:21][CH2:20][C:14]2[CH:19]=[CH:18][CH:17]=[CH:16][CH:15]=2)=[CH:4][CH:5]=[C:6]2[C:10]=1[C:9](=[O:13])[CH2:8][CH2:7]2. The yield is 0.260. (2) The reactants are Cl.[Cl:2][C:3]1[CH:4]=[C:5]([CH:9]=[CH:10][CH:11]=1)[C:6]([NH2:8])=[NH:7].I[C:13]1[C:14]2[C:19]([C:20]3[CH:21]=[CH:22][CH:23]=[CH:24][C:25]=3[CH:26]=1)=[CH:18][CH:17]=[CH:16][CH:15]=2.C(=O)([O-])[O-].[Cs+].[Cs+].CN(C)CCN. The catalyst is [Cu](I)I.CN(C)C=O. The product is [CH:15]1[C:14]2[CH:13]=[C:26]([NH:7][C:6](=[NH:8])[C:5]3[CH:9]=[CH:10][CH:11]=[C:3]([Cl:2])[CH:4]=3)[C:25]3[C:20](=[CH:21][CH:22]=[CH:23][CH:24]=3)[C:19]=2[CH:18]=[CH:17][CH:16]=1. The yield is 0.500. (3) The reactants are [CH3:1][S:2][C:3]1[CH:9]=[CH:8][CH:7]=[CH:6][C:4]=1[NH2:5].[N:10]([O-])=O.[Na+].[O-]S(S([O-])=O)=O.[Na+].[Na+].[OH-].[Na+]. The catalyst is Cl.O.CCOCC. The product is [CH3:1][S:2][C:3]1[CH:9]=[CH:8][CH:7]=[CH:6][C:4]=1[NH:5][NH2:10]. The yield is 0.470. (4) The reactants are [Cl:1][C:2]1[CH:3]=[C:4]([C:9](=O)[CH2:10][C:11]2[CH:16]=[CH:15][CH:14]=[CH:13][CH:12]=2)[CH:5]=[CH:6][C:7]=1[F:8].[CH2:18]([O:20][C:21]1[CH:22]=[C:23]([CH:26]=[C:27]([N+:30]([O-:32])=[O:31])[C:28]=1[OH:29])[CH:24]=O)[CH3:19].[NH2:33][C:34]([NH2:36])=[O:35].Cl. The catalyst is C(O)C. The product is [Cl:1][C:2]1[CH:3]=[C:4]([C:9]2[NH:36][C:34](=[O:35])[NH:33][CH:24]([C:23]3[CH:26]=[C:27]([N+:30]([O-:32])=[O:31])[C:28]([OH:29])=[C:21]([O:20][CH2:18][CH3:19])[CH:22]=3)[C:10]=2[C:11]2[CH:16]=[CH:15][CH:14]=[CH:13][CH:12]=2)[CH:5]=[CH:6][C:7]=1[F:8]. The yield is 0.174. (5) The product is [F:49][C:2]([F:48])([F:1])[C:3]1[CH:4]=[C:5]([CH:41]=[C:42]([C:44]([F:46])([F:47])[F:45])[CH:43]=1)[C:6]([N:8]1[CH2:12][C@@:11]([CH2:20][CH2:21][N:22]2[CH2:27][CH2:26][C:25]3([C:35]4[C:30](=[CH:31][CH:32]=[CH:33][CH:34]=4)[CH2:29][C@@H:28]3[O:36][CH2:37][C:38]([N:65]([CH2:66][CH2:67][CH2:68][CH2:69][OH:70])[CH3:64])=[O:39])[CH2:24][CH2:23]2)([C:13]2[CH:18]=[CH:17][C:16]([F:19])=[CH:15][CH:14]=2)[O:10][CH2:9]1)=[O:7]. The yield is 0.770. The reactants are [F:1][C:2]([F:49])([F:48])[C:3]1[CH:4]=[C:5]([CH:41]=[C:42]([C:44]([F:47])([F:46])[F:45])[CH:43]=1)[C:6]([N:8]1[CH2:12][C@@:11]([CH2:20][CH2:21][N:22]2[CH2:27][CH2:26][C:25]3([C:35]4[C:30](=[CH:31][CH:32]=[CH:33][CH:34]=4)[CH2:29][C@@H:28]3[O:36][CH2:37][C:38](O)=[O:39])[CH2:24][CH2:23]2)([C:13]2[CH:18]=[CH:17][C:16]([F:19])=[CH:15][CH:14]=2)[O:10][CH2:9]1)=[O:7].C(N(CC)CC)C.C(Cl)(=O)C(C)(C)C.[CH3:64][NH:65][CH2:66][CH2:67][CH2:68][CH2:69][OH:70].C(=O)([O-])O.[Na+]. The catalyst is ClCCl.C(OCC)(=O)C. (6) The reactants are [CH2:1]([O:3][C:4](=[O:15])[C:5]([C:7]1[CH:12]=[CH:11][C:10]([OH:13])=[CH:9][C:8]=1[OH:14])=[O:6])[CH3:2].C(N(CC)CC)C.[C:23]([Si:27]([CH3:30])([CH3:29])Cl)([CH3:26])([CH3:25])[CH3:24].O. The catalyst is C(Cl)Cl. The product is [CH2:1]([O:3][C:4](=[O:15])[C:5]([C:7]1[CH:12]=[CH:11][C:10]([O:13][Si:27]([C:23]([CH3:26])([CH3:25])[CH3:24])([CH3:30])[CH3:29])=[CH:9][C:8]=1[OH:14])=[O:6])[CH3:2]. The yield is 0.400. (7) The reactants are [NH2:1][C:2]1[CH:7]=[C:6]([CH2:8][CH2:9][O:10][C:11]2[C:20]3[C:15](=[CH:16][CH:17]=[CH:18][CH:19]=3)[C:14]([NH:21][C:22]([NH:24][C:25]3[N:29]([C:30]4[CH:35]=[CH:34][C:33]([CH3:36])=[CH:32][CH:31]=4)[N:28]=[C:27]([C:37]([CH3:40])([CH3:39])[CH3:38])[CH:26]=3)=[O:23])=[CH:13][CH:12]=2)[CH:5]=[CH:4][N:3]=1.CCN(C(C)C)C(C)C.[CH3:50][O:51][CH2:52][C:53](Cl)=[O:54]. The catalyst is C(Cl)Cl.C([O-])(O)=O.[Na+]. The product is [C:37]([C:27]1[CH:26]=[C:25]([NH:24][C:22](=[O:23])[NH:21][C:14]2[C:15]3[C:20](=[CH:19][CH:18]=[CH:17][CH:16]=3)[C:11]([O:10][CH2:9][CH2:8][C:6]3[CH:5]=[CH:4][N:3]=[C:2]([NH:1][C:53](=[O:54])[CH2:52][O:51][CH3:50])[CH:7]=3)=[CH:12][CH:13]=2)[N:29]([C:30]2[CH:31]=[CH:32][C:33]([CH3:36])=[CH:34][CH:35]=2)[N:28]=1)([CH3:40])([CH3:39])[CH3:38]. The yield is 0.130. (8) The reactants are C[O:2][C:3](=[O:28])[C:4]1[CH:26]=[CH:25][C:24]([OH:27])=[C:6]([C:7]([NH:9][C:10]2[CH:15]=[C:14]([C:16]([F:19])([F:18])[F:17])[CH:13]=[C:12]([C:20]([F:23])([F:22])[F:21])[CH:11]=2)=[O:8])[CH:5]=1.CO.[OH-].[Na+].Cl. The catalyst is O1CCCC1. The yield is 0.974. The product is [F:17][C:16]([F:18])([F:19])[C:14]1[CH:15]=[C:10]([NH:9][C:7](=[O:8])[C:6]2[CH:5]=[C:4]([CH:26]=[CH:25][C:24]=2[OH:27])[C:3]([OH:28])=[O:2])[CH:11]=[C:12]([C:20]([F:23])([F:21])[F:22])[CH:13]=1.